From a dataset of Reaction yield outcomes from USPTO patents with 853,638 reactions. Predict the reaction yield, written as a fraction of the theoretical maximum amount of product (1.0 means a 100% yield; for example, 0.34 means a 34% yield). (1) The reactants are C([Si]([O:8][C:9]1[C:14]([CH3:15])=[CH:13][C:12]([CH:16]2[CH2:18][CH2:17]2)=[CH:11][C:10]=1[CH3:19])(C)C)(C)(C)C.[F-].C([N+](CCCC)(CCCC)CCCC)CCC.C(O)(=O)C. The catalyst is C1COCC1. The product is [CH:16]1([C:12]2[CH:11]=[C:10]([CH3:19])[C:9]([OH:8])=[C:14]([CH3:15])[CH:13]=2)[CH2:18][CH2:17]1. The yield is 0.930. (2) The reactants are [Cl:1][C:2]1[C:10]2[CH:9]=[C:8]([C:11](=O)[CH:12]=[C:13]([C:18]3[CH:23]=[C:22]([Cl:24])[CH:21]=[C:20]([Cl:25])[CH:19]=3)[C:14]([F:17])([F:16])[F:15])[S:7][C:6]=2[CH:5]=[CH:4][CH:3]=1.[OH-:27].[Na+].[NH2:29]O.Cl. The catalyst is CO.O. The product is [Cl:1][C:2]1[C:10]2[CH:9]=[C:8]([C:11]3[CH2:12][C:13]([C:18]4[CH:23]=[C:22]([Cl:24])[CH:21]=[C:20]([Cl:25])[CH:19]=4)([C:14]([F:17])([F:16])[F:15])[O:27][N:29]=3)[S:7][C:6]=2[CH:5]=[CH:4][CH:3]=1. The yield is 0.281. (3) The reactants are C(N(CC)C(C)C)(C)C.Br[C:11]1[S:12][CH:13]=[C:14]([Br:16])[N:15]=1.[NH:17]1[CH2:22][CH2:21][O:20][CH2:19][CH2:18]1. The catalyst is CCO. The product is [Br:16][C:14]1[N:15]=[C:11]([N:17]2[CH2:22][CH2:21][O:20][CH2:19][CH2:18]2)[S:12][CH:13]=1. The yield is 0.680.